This data is from Full USPTO retrosynthesis dataset with 1.9M reactions from patents (1976-2016). The task is: Predict the reactants needed to synthesize the given product. (1) Given the product [CH3:1][O:2][C:3]([C@H:5]1[CH2:9][C@H:8]([S:10]([C:13]2[CH:18]=[CH:17][C:16]([N:19]3[CH:30]=[C:29]([CH2:28][O:31][CH3:32])[N:21]=[N:20]3)=[CH:15][C:14]=2[C:22]([F:23])([F:24])[F:25])(=[O:12])=[O:11])[CH2:7][C@@H:6]1[O:26][CH3:27])=[O:4], predict the reactants needed to synthesize it. The reactants are: [CH3:1][O:2][C:3]([C@H:5]1[CH2:9][C@H:8]([S:10]([C:13]2[CH:18]=[CH:17][C:16]([N:19]=[N+:20]=[N-:21])=[CH:15][C:14]=2[C:22]([F:25])([F:24])[F:23])(=[O:12])=[O:11])[CH2:7][C@@H:6]1[O:26][CH3:27])=[O:4].[CH2:28]([O:31][CH3:32])[C:29]#[CH:30]. (2) Given the product [Br:34][C:10]1[C:9]([C:23]([F:24])([F:25])[F:26])=[N:8][N:7]([C:1]2[CH:2]=[CH:3][CH:4]=[CH:5][CH:6]=2)[C:11]=1[C:12]1[CH:22]=[CH:21][C:15]2[O:16][CH2:17][C:18](=[O:20])[NH:19][C:14]=2[CH:13]=1, predict the reactants needed to synthesize it. The reactants are: [C:1]1([N:7]2[C:11]([C:12]3[CH:22]=[CH:21][C:15]4[O:16][CH2:17][C:18](=[O:20])[NH:19][C:14]=4[CH:13]=3)=[CH:10][C:9]([C:23]([F:26])([F:25])[F:24])=[N:8]2)[CH:6]=[CH:5][CH:4]=[CH:3][CH:2]=1.C1C(=O)N([Br:34])C(=O)C1. (3) The reactants are: [O:1]([C:8]1[CH:23]=[CH:22][C:11]([O:12][C:13]2[CH:18]=[CH:17][C:16]([CH2:19][CH2:20][OH:21])=[CH:15][CH:14]=2)=[CH:10][CH:9]=1)[C:2]1[CH:7]=[CH:6][CH:5]=[CH:4][CH:3]=1.C(N(CC)CC)C.[C:31](Cl)(=[O:34])[CH:32]=[CH2:33]. Given the product [C:31]([O:21][CH2:20][CH2:19][C:16]1[CH:17]=[CH:18][C:13]([O:12][C:11]2[CH:22]=[CH:23][C:8]([O:1][C:2]3[CH:3]=[CH:4][CH:5]=[CH:6][CH:7]=3)=[CH:9][CH:10]=2)=[CH:14][CH:15]=1)(=[O:34])[CH:32]=[CH2:33], predict the reactants needed to synthesize it.